Predict the reaction yield, written as a fraction of the theoretical maximum amount of product (1.0 means a 100% yield; for example, 0.34 means a 34% yield). From a dataset of Reaction yield outcomes from USPTO patents with 853,638 reactions. The reactants are P([O-])([O-])([O-])=O.[K+].[K+].[K+].N1[CH:14]=[CH:13][CH:12]=[CH:11][C:10]=1[C:15]([OH:17])=O.[NH2:18][C:19]1[CH:20]=[C:21](O)[CH:22]=[CH:23][C:24]=1[Cl:25].IC1C=CC=CC=1. The catalyst is [Cu]I.CS(C)=O. The product is [Cl:25][C:24]1[CH:23]=[CH:22][C:21]([O:17][C:15]2[CH:10]=[CH:11][CH:12]=[CH:13][CH:14]=2)=[CH:20][C:19]=1[NH2:18]. The yield is 0.850.